From a dataset of Reaction yield outcomes from USPTO patents with 853,638 reactions. Predict the reaction yield, written as a fraction of the theoretical maximum amount of product (1.0 means a 100% yield; for example, 0.34 means a 34% yield). (1) The reactants are [C:1]([O:5][C:6]([NH:8][C@@H:9]([C:13]([CH3:16])([CH3:15])[CH3:14])[C:10]([OH:12])=[O:11])=[O:7])([CH3:4])([CH3:3])[CH3:2].CCN(C(C)C)C(C)C.Br[CH2:27][C:28]([C:30]1[CH:35]=[CH:34][C:33]([Br:36])=[CH:32][CH:31]=1)=[O:29]. The catalyst is C(#N)C.CCOC(C)=O. The product is [C:1]([O:5][C:6]([NH:8][C@@H:9]([C:13]([CH3:16])([CH3:15])[CH3:14])[C:10]([O:12][CH2:27][C:28]([C:30]1[CH:35]=[CH:34][C:33]([Br:36])=[CH:32][CH:31]=1)=[O:29])=[O:11])=[O:7])([CH3:4])([CH3:3])[CH3:2]. The yield is 1.00. (2) The reactants are [NH2:1][C:2]1[CH:10]=[C:9]([Cl:11])[CH:8]=[CH:7][C:3]=1[C:4]([OH:6])=[O:5].FC1C=CC=CC=1C(Cl)=O.[CH3:22][O:23][C:24]1[CH:32]=[CH:31][CH:30]=[CH:29][C:25]=1[C:26](Cl)=O. The catalyst is C(Cl)(Cl)Cl.CCCCCC. The product is [Cl:11][C:9]1[CH:8]=[CH:7][C:3]2[C:4](=[O:6])[O:5][C:26]([C:25]3[CH:29]=[CH:30][CH:31]=[CH:32][C:24]=3[O:23][CH3:22])=[N:1][C:2]=2[CH:10]=1. The yield is 0.580. (3) The reactants are [NH2:1][C:2]1[S:3][CH:4]=[C:5]2[C:10]=1[C:9](=[O:11])[N:8]([C:12]1[CH:17]=[CH:16][C:15](Cl)=[CH:14][CH:13]=1)[N:7]=[C:6]2[C:19]([O:21][CH2:22][CH3:23])=[O:20].[N+:24](C1C=CC(N2C(=O)C(C#N)=C(C)C(C(OCC)=O)=N2)=CC=1)([O-:26])=[O:25]. No catalyst specified. The product is [NH2:1][C:2]1[S:3][CH:4]=[C:5]2[C:10]=1[C:9](=[O:11])[N:8]([C:12]1[CH:17]=[CH:16][C:15]([N+:24]([O-:26])=[O:25])=[CH:14][CH:13]=1)[N:7]=[C:6]2[C:19]([O:21][CH2:22][CH3:23])=[O:20]. The yield is 0.430. (4) The reactants are O1C2C(=CC=CC=2)CCC1.N1CCCCC1.Cl.[Cl:18][C:19]1[CH:20]=[C:21]2[C:31](=[CH:32][CH:33]=1)[O:30][C:24]1([CH2:29][CH2:28][NH:27][CH2:26][CH2:25]1)[CH2:23][C:22]2=[O:34].C([O:40][C@@H:41]([C:43]1[N:48]=[C:47](Cl)[CH:46]=[CH:45][N:44]=1)[CH3:42])(=O)CCC.C(N(CC)CC)C. The catalyst is C(O)(C)C. The product is [Cl:18][C:19]1[CH:20]=[C:21]2[C:31](=[CH:32][CH:33]=1)[O:30][C:24]1([CH2:29][CH2:28][N:27]([C:45]3[CH:46]=[CH:47][N:48]=[C:43]([C@H:41]([OH:40])[CH3:42])[N:44]=3)[CH2:26][CH2:25]1)[CH2:23][C:22]2=[O:34]. The yield is 1.00. (5) The reactants are [CH3:1][C:2]1[C:7]([N+:8]([O-:10])=[O:9])=[CH:6][CH:5]=[CH:4][C:3]=1[CH2:11][OH:12].CCN(CC)CC.[CH3:20][S:21](Cl)(=[O:23])=[O:22]. The catalyst is ClCCl. The product is [CH3:20][S:21]([O:12][CH2:11][C:3]1[CH:4]=[CH:5][CH:6]=[C:7]([N+:8]([O-:10])=[O:9])[C:2]=1[CH3:1])(=[O:23])=[O:22]. The yield is 0.680. (6) The reactants are Br[C:2]1[CH:11]=[C:10]2[C:5]([CH:6]=[C:7]([C:12]([O:14][CH3:15])=[O:13])[CH:8]=[N:9]2)=[CH:4][CH:3]=1.CC1(C)C(C)(C)OB([C:24]2[CH:29]=[CH:28][C:27]([OH:30])=[CH:26][CH:25]=2)O1.C1(P(C2C=CC=CC=2)C2C=CC=CC=2)C=CC=CC=1.[O-]P([O-])([O-])=O.[K+].[K+].[K+].Cl[CH2:60][C:61]1[C:62]([C:69]2[C:74]([Cl:75])=[CH:73][CH:72]=[CH:71][C:70]=2[Cl:76])=[N:63][O:64][C:65]=1[CH:66]([CH3:68])[CH3:67].C([O-])([O-])=O.[K+].[K+]. The product is [Cl:75][C:74]1[CH:73]=[CH:72][CH:71]=[C:70]([Cl:76])[C:69]=1[C:62]1[C:61]([CH2:60][O:30][C:27]2[CH:26]=[CH:25][C:24]([C:2]3[CH:11]=[C:10]4[C:5]([CH:6]=[C:7]([C:12]([O:14][CH3:15])=[O:13])[CH:8]=[N:9]4)=[CH:4][CH:3]=3)=[CH:29][CH:28]=2)=[C:65]([CH:66]([CH3:68])[CH3:67])[O:64][N:63]=1. The yield is 0.300. The catalyst is O1CCOCC1.C([O-])(=O)C.[Pd+2].C([O-])(=O)C.CCOC(C)=O.CN(C=O)C.O. (7) The reactants are [Cl:1][C:2]1[CH:9]=[CH:8][C:5]([C:6]#[N:7])=[C:4]([SH:10])[CH:3]=1.[OH:11]S(O)(=O)=O.C([O-])(O)=O.[Na+]. No catalyst specified. The product is [Cl:1][C:2]1[CH:9]=[CH:8][C:5]2[C:6](=[O:11])[NH:7][S:10][C:4]=2[CH:3]=1. The yield is 0.430.